This data is from Full USPTO retrosynthesis dataset with 1.9M reactions from patents (1976-2016). The task is: Predict the reactants needed to synthesize the given product. (1) Given the product [N:17]12[CH2:18][CH:19]([CH2:21][CH2:22]1)[C@H:20]([O:15][C:14](=[O:28])[NH:13][C:12]1[CH:11]=[CH:10][CH:9]=[CH:8][C:7]=1[C:4]1[CH:3]=[CH:2][CH:1]=[CH:6][CH:5]=1)[CH2:23][CH2:24]2, predict the reactants needed to synthesize it. The reactants are: [CH:1]1[CH:6]=[CH:5][C:4]([C:7]2[C:12]([N:13]=[C:14]=[O:15])=[CH:11][CH:10]=[CH:9][CH:8]=2)=[CH:3][CH:2]=1.Cl.[N:17]12[CH2:24][CH2:23][CH:20]([CH2:21][CH2:22]1)[C@@H:19](O)[CH2:18]2.C(OCC)(=[O:28])C. (2) Given the product [NH2:9][C:10]1[C:11]([O:21][CH2:22][CH3:23])=[CH:12][C:13]([C:14]([O:16][CH2:17][CH3:18])=[O:15])=[CH:19][C:20]=1[Cl:1], predict the reactants needed to synthesize it. The reactants are: [Cl:1]N1C(=O)CCC1=O.[NH2:9][C:10]1[CH:20]=[CH:19][C:13]([C:14]([O:16][CH2:17][CH3:18])=[O:15])=[CH:12][C:11]=1[O:21][CH2:22][CH3:23]. (3) Given the product [Br:1][C:2]1[C:3]([Cl:15])=[N:4][CH:5]=[N:6][C:7]=1[C:8]([F:11])([F:10])[F:9], predict the reactants needed to synthesize it. The reactants are: [Br:1][C:2]1[C:3](=O)[NH:4][CH:5]=[N:6][C:7]=1[C:8]([F:11])([F:10])[F:9].P(Cl)(Cl)([Cl:15])=O. (4) Given the product [F:23][C:19]1[CH:20]=[CH:21][CH:22]=[C:2]([F:1])[C:3]=1[CH2:4][O:5][C:6]1[C:7]2[N:8]([C:12]([C:16]([NH:58][CH:59]([C:65]([F:66])([F:67])[F:68])[CH2:60][C:61]([O:63][CH3:64])=[O:62])=[O:17])=[C:13]([CH3:15])[N:14]=2)[CH:9]=[CH:10][CH:11]=1, predict the reactants needed to synthesize it. The reactants are: [F:1][C:2]1[CH:22]=[CH:21][CH:20]=[C:19]([F:23])[C:3]=1[CH2:4][O:5][C:6]1[C:7]2[N:8]([C:12]([C:16](O)=[O:17])=[C:13]([CH3:15])[N:14]=2)[CH:9]=[CH:10][CH:11]=1.F[P-](F)(F)(F)(F)F.CN(C(ON1C2=NC=CC=C2N=N1)=[N+](C)C)C.C(N(CC)C(C)C)(C)C.Cl.[NH2:58][CH:59]([C:65]([F:68])([F:67])[F:66])[CH2:60][C:61]([O:63][CH3:64])=[O:62]. (5) Given the product [F:32][C:33]1[CH:34]=[C:35]([CH:45]=[CH:46][CH:47]=1)[O:36][C:37]1[CH:44]=[CH:43][C:40]([CH2:41][NH:42][C:4](=[O:6])[C:3]2[CH:7]=[CH:8][CH:9]=[N:10][C:2]=2[NH2:1])=[CH:39][CH:38]=1, predict the reactants needed to synthesize it. The reactants are: [NH2:1][C:2]1[N:10]=[CH:9][CH:8]=[CH:7][C:3]=1[C:4]([OH:6])=O.ON1C2C=CC=CC=2N=N1.CCN=C=NCCCN(C)C.[F:32][C:33]1[CH:34]=[C:35]([CH:45]=[CH:46][CH:47]=1)[O:36][C:37]1[CH:44]=[CH:43][C:40]([CH2:41][NH2:42])=[CH:39][CH:38]=1.C(=O)(O)[O-].[Na+]. (6) Given the product [F:1][C:2]([C:5]1[CH:6]=[C:7]([CH:8]=[CH:9][CH:10]=1)[CH:11]=[O:12])([F:4])[CH3:3], predict the reactants needed to synthesize it. The reactants are: [F:1][C:2]([C:5]1[CH:6]=[C:7]([CH2:11][OH:12])[CH:8]=[CH:9][CH:10]=1)([F:4])[CH3:3].C(OCC)C.C(=O)(O)[O-].[Na+].S([O-])([O-])(=O)=S.[Na+].[Na+].